From a dataset of Forward reaction prediction with 1.9M reactions from USPTO patents (1976-2016). Predict the product of the given reaction. (1) Given the reactants [CH3:1][NH:2][C:3]([CH3:22])([CH3:21])[CH2:4][O:5][C:6]1[CH:11]=[CH:10][C:9]([B:12]2[O:16][C:15]([CH3:18])([CH3:17])[C:14]([CH3:20])([CH3:19])[O:13]2)=[CH:8][CH:7]=1.[C:31](O[C:31]([O:33][C:34]([CH3:37])([CH3:36])[CH3:35])=[O:32])([O:33][C:34]([CH3:37])([CH3:36])[CH3:35])=[O:32], predict the reaction product. The product is: [C:34]([O:33][C:31](=[O:32])[N:2]([C:3]([CH3:22])([CH3:21])[CH2:4][O:5][C:6]1[CH:7]=[CH:8][C:9]([B:12]2[O:16][C:15]([CH3:18])([CH3:17])[C:14]([CH3:20])([CH3:19])[O:13]2)=[CH:10][CH:11]=1)[CH3:1])([CH3:35])([CH3:36])[CH3:37]. (2) Given the reactants FC(F)(F)S(O[C:7]1[CH:8]=[CH:9][C:10]2[N:16]3[C:17]([CH3:20])=[N:18][N:19]=[C:15]3[C@H:14]([CH2:21][C:22]([NH:24][CH2:25][CH3:26])=[O:23])[N:13]=[C:12]([C:27]3[CH:32]=[CH:31][C:30]([Cl:33])=[CH:29][CH:28]=3)[C:11]=2[CH:34]=1)(=O)=O.C(=O)([O-])[O-].[K+].[K+].[CH:43]([C:45]1[CH:46]=[C:47](B(O)O)[CH:48]=[CH:49][CH:50]=1)=[O:44].C(O)C, predict the reaction product. The product is: [Cl:33][C:30]1[CH:29]=[CH:28][C:27]([C:12]2[C:11]3[CH:34]=[C:7]([C:49]4[CH:48]=[CH:47][CH:46]=[C:45]([CH:43]=[O:44])[CH:50]=4)[CH:8]=[CH:9][C:10]=3[N:16]3[C:17]([CH3:20])=[N:18][N:19]=[C:15]3[C@H:14]([CH2:21][C:22]([NH:24][CH2:25][CH3:26])=[O:23])[N:13]=2)=[CH:32][CH:31]=1. (3) Given the reactants [CH2:1]([O:3][C:4]1[C:5]([F:30])=[CH:6][C:7]2[N:11]=[C:10]([C:12]3[C:16]([NH:17][C:18]([CH:20]4[CH2:22][CH2:21]4)=[O:19])=[CH:15][N:14](C4CCCCO4)[N:13]=3)[NH:9][C:8]=2[CH:29]=1)[CH3:2].FC(F)(F)C(O)=O, predict the reaction product. The product is: [CH2:1]([O:3][C:4]1[C:5]([F:30])=[CH:6][C:7]2[N:11]=[C:10]([C:12]3[C:16]([NH:17][C:18]([CH:20]4[CH2:21][CH2:22]4)=[O:19])=[CH:15][NH:14][N:13]=3)[NH:9][C:8]=2[CH:29]=1)[CH3:2]. (4) The product is: [CH2:22]([O:21][C:19](=[O:20])/[CH:24]=[CH:13]/[C:12]1[CH:15]=[C:16]([F:17])[C:9]([O:8][CH2:1][C:2]2[CH:7]=[CH:6][CH:5]=[CH:4][CH:3]=2)=[C:10]([F:18])[CH:11]=1)[CH3:23]. Given the reactants [CH2:1]([O:8][C:9]1[C:16]([F:17])=[CH:15][C:12]([CH:13]=O)=[CH:11][C:10]=1[F:18])[C:2]1[CH:7]=[CH:6][CH:5]=[CH:4][CH:3]=1.[C:19]([CH:24]=P(C1C=CC=CC=1)(C1C=CC=CC=1)C1C=CC=CC=1)([O:21][CH2:22][CH3:23])=[O:20], predict the reaction product. (5) Given the reactants [CH:1]1([N:6]2[CH2:11][CH2:10][N:9]([C:12]([C:14]3[CH:15]=[C:16]4[C:20](=[CH:21][CH:22]=3)[NH:19][C:18]([C:23]([N:25]3[CH2:30][CH2:29][C:28]([F:32])([F:31])[CH2:27][CH2:26]3)=[O:24])=[CH:17]4)=[O:13])[CH2:8][CH2:7]2)[CH2:5][CH2:4][CH2:3][CH2:2]1.[F:33][C:34]([F:45])([F:44])[C:35]1[CH:36]=[C:37](B(O)O)[CH:38]=[CH:39][CH:40]=1.N1C=CC=CC=1, predict the reaction product. The product is: [CH:1]1([N:6]2[CH2:7][CH2:8][N:9]([C:12]([C:14]3[CH:15]=[C:16]4[C:20](=[CH:21][CH:22]=3)[N:19]([C:39]3[CH:38]=[CH:37][CH:36]=[C:35]([C:34]([F:45])([F:44])[F:33])[CH:40]=3)[C:18]([C:23]([N:25]3[CH2:26][CH2:27][C:28]([F:31])([F:32])[CH2:29][CH2:30]3)=[O:24])=[CH:17]4)=[O:13])[CH2:10][CH2:11]2)[CH2:5][CH2:4][CH2:3][CH2:2]1.